Dataset: Forward reaction prediction with 1.9M reactions from USPTO patents (1976-2016). Task: Predict the product of the given reaction. Given the reactants [Br:1][C:2]1[CH:11]=[C:10]2[C:5]([CH:6]=[CH:7][N:8]=[C:9]2OC2C=CC=CC=2)=[CH:4][CH:3]=1.[NH2:19]C1C2C(=CC(Br)=CC=2)C=CN=1, predict the reaction product. The product is: [NH2:19][C:9]1[C:10]2[C:5](=[CH:4][CH:3]=[C:2]([Br:1])[CH:11]=2)[CH:6]=[CH:7][N:8]=1.